From a dataset of Full USPTO retrosynthesis dataset with 1.9M reactions from patents (1976-2016). Predict the reactants needed to synthesize the given product. (1) Given the product [CH2:1]([NH:5][CH2:6][PH2:7])[C:2]([O-:4])=[O:3].[NH4+:17].[C:11]([O-:16])(=[O:15])[C:12]([O-:14])=[O:13].[NH4+:5].[NH4+:5], predict the reactants needed to synthesize it. The reactants are: [CH2:1]([NH:5][CH2:6][P:7](O)(O)=O)[C:2]([OH:4])=[O:3].[C:11]([O-:16])(=[O:15])[C:12]([O-:14])=[O:13].[NH4+:17].[NH4+].N. (2) Given the product [CH2:1]([O:8][C:9]([N:20]1[CH2:21][CH2:22][C:23]2[C:24]3[C:29](=[CH:28][CH:27]=[CH:26][CH:25]=3)[NH:30][C:31]=2[CH2:19]1)=[O:11])[C:2]1[CH:3]=[CH:4][CH:5]=[CH:6][CH:7]=1, predict the reactants needed to synthesize it. The reactants are: [CH2:1]([O:8][C:9]([O:11]N1C(=O)CCC1=O)=O)[C:2]1[CH:7]=[CH:6][CH:5]=[CH:4][CH:3]=1.[CH2:19]1[C:31]2[NH:30][C:29]3[C:24](=[CH:25][CH:26]=[CH:27][CH:28]=3)[C:23]=2[CH2:22][CH2:21][NH:20]1.